Dataset: Forward reaction prediction with 1.9M reactions from USPTO patents (1976-2016). Task: Predict the product of the given reaction. (1) Given the reactants CC1(C)S[C@@H]2[C@H](NC([C@H](N)C3C=CC=CC=3)=O)C(=[O:9])N2[C@H]1C(O)=O.CC(S[C@@H:29]1[O:34][C@H:33]([CH2:35][OH:36])[C@H:32]([OH:37])[C@H:31]([OH:38])[C@H:30]1[OH:39])C, predict the reaction product. The product is: [O:36]=[CH:35][C@@H:33]([C@H:32]([C@@H:31]([C@@H:30]([CH2:29][OH:34])[OH:39])[OH:38])[OH:37])[OH:9]. (2) Given the reactants [Cl:1][C:2]1[CH:3]=[C:4]([CH:9]2[CH2:13][CH:12](O)[N:11]([C:15]3[CH:20]=[CH:19][C:18]([O:21][CH3:22])=[C:17]([O:23][CH2:24][CH2:25][N:26]4[CH2:30][CH2:29][CH2:28][CH2:27]4)[CH:16]=3)[C:10]2=[O:31])[CH:5]=[CH:6][C:7]=1[Cl:8].FC(F)(F)C(O)=O, predict the reaction product. The product is: [ClH:1].[Cl:1][C:2]1[CH:3]=[C:4]([CH:9]2[CH2:13][CH2:12][N:11]([C:15]3[CH:20]=[CH:19][C:18]([O:21][CH3:22])=[C:17]([O:23][CH2:24][CH2:25][N:26]4[CH2:27][CH2:28][CH2:29][CH2:30]4)[CH:16]=3)[C:10]2=[O:31])[CH:5]=[CH:6][C:7]=1[Cl:8]. (3) Given the reactants [CH2:1]([C:9]1[CH:14]=[CH:13][C:12]([C:15](=[O:17])[CH3:16])=[CH:11][CH:10]=1)[CH2:2][CH2:3][CH2:4][CH2:5][CH2:6][CH2:7][CH3:8].[BrH:18].C(O)(=O)C.BrBr, predict the reaction product. The product is: [Br:18][CH2:16][C:15]([C:12]1[CH:11]=[CH:10][C:9]([CH2:1][CH2:2][CH2:3][CH2:4][CH2:5][CH2:6][CH2:7][CH3:8])=[CH:14][CH:13]=1)=[O:17]. (4) Given the reactants [C:1]([C:3]1[N:8]=[CH:7][C:6]([NH:9][C:10](=[O:17])OCC(Cl)(Cl)Cl)=[CH:5][CH:4]=1)#[N:2].[C:18]1([C:24]2[N:28]=[C:27]([N:29]3[CH2:34][CH2:33][NH:32][CH2:31][CH2:30]3)[S:26][N:25]=2)[CH:23]=[CH:22][CH:21]=[CH:20][CH:19]=1.C(N(C(C)C)CC)(C)C.O, predict the reaction product. The product is: [C:1]([C:3]1[N:8]=[CH:7][C:6]([NH:9][C:10]([N:32]2[CH2:33][CH2:34][N:29]([C:27]3[S:26][N:25]=[C:24]([C:18]4[CH:23]=[CH:22][CH:21]=[CH:20][CH:19]=4)[N:28]=3)[CH2:30][CH2:31]2)=[O:17])=[CH:5][CH:4]=1)#[N:2]. (5) Given the reactants [Br:1][CH2:2][C:3]([CH2:8][Br:9])([CH2:6][OH:7])[CH2:4][OH:5].[CH3:10][C:11]([CH3:13])=O.CC1C=CC(S(O)(=O)=O)=CC=1.O, predict the reaction product. The product is: [Br:1][CH2:2][C:3]1([CH2:8][Br:9])[CH2:6][O:7][C:11]([CH3:13])([CH3:10])[O:5][CH2:4]1. (6) Given the reactants CS([O:5][C@H:6]1[CH2:11][CH2:10][C@@H:9]([CH3:12])[N:8]([C:13](=[O:25])[C:14]2[CH:19]=[CH:18][CH:17]=[CH:16][C:15]=2[N:20]2[N:24]=[CH:23][CH:22]=[N:21]2)[CH2:7]1)(=O)=O.O=[C:27]1[C:32]([CH:33]=[O:34])=[CH:31][CH:30]=[CH:29][NH:28]1.C(=O)([O-])[O-].[Cs+].[Cs+], predict the reaction product. The product is: [N:21]1[N:20]([C:15]2[CH:16]=[CH:17][CH:18]=[CH:19][C:14]=2[C:13]([N:8]2[C@H:9]([CH3:12])[CH2:10][CH2:11][C@@H:6]([O:5][C:27]3[N:28]=[CH:29][CH:30]=[CH:31][C:32]=3[CH:33]=[O:34])[CH2:7]2)=[O:25])[N:24]=[CH:23][CH:22]=1.